This data is from Full USPTO retrosynthesis dataset with 1.9M reactions from patents (1976-2016). The task is: Predict the reactants needed to synthesize the given product. The reactants are: [O:1]=[C:2]1[CH2:7][N:6]([C:8]([O:10]C2C=CC([N+]([O-])=O)=CC=2)=O)[C:5]2[N:20]=[CH:21][CH:22]=[CH:23][C:4]=2[NH:3]1.[CH3:24][O:25][CH2:26][CH:27]([C:29]1[CH:34]=[CH:33][C:32]([O:35][C:36]([F:39])([F:38])[F:37])=[CH:31][CH:30]=1)[NH2:28].C(N(CC)CC)C.C(=O)([O-])O.[Na+]. Given the product [CH3:24][O:25][CH2:26][CH:27]([NH:28][C:8]([N:6]1[CH2:7][C:2](=[O:1])[NH:3][C:4]2[CH:23]=[CH:22][CH:21]=[N:20][C:5]1=2)=[O:10])[C:29]1[CH:30]=[CH:31][C:32]([O:35][C:36]([F:37])([F:39])[F:38])=[CH:33][CH:34]=1, predict the reactants needed to synthesize it.